Dataset: Full USPTO retrosynthesis dataset with 1.9M reactions from patents (1976-2016). Task: Predict the reactants needed to synthesize the given product. (1) Given the product [C:10]([O:14][C:15]([NH:17][C@H:18]([C:29]([O:31][CH3:32])=[O:30])[CH2:19][C:20]1[CH:21]=[CH:22][C:23]([N:4]2[C:5](=[O:8])[CH:6]=[CH:7][N:2]([CH3:1])[C:3]2=[O:9])=[CH:24][N:25]=1)=[O:16])([CH3:12])([CH3:13])[CH3:11], predict the reactants needed to synthesize it. The reactants are: [CH3:1][N:2]1[CH:7]=[CH:6][C:5](=[O:8])[NH:4][C:3]1=[O:9].[C:10]([O:14][C:15]([NH:17][C@H:18]([C:29]([O:31][CH3:32])=[O:30])[CH2:19][C:20]1[N:25]=[CH:24][C:23](B(O)O)=[CH:22][CH:21]=1)=[O:16])([CH3:13])([CH3:12])[CH3:11].C(N(CC)CC)C. (2) Given the product [C:1]([C:3]1[CH:4]=[C:5]([C:13]2[S:14][C:15]([C:18]3[C:19]([CH2:31][CH3:32])=[C:20]([CH2:24][CH2:25][C:26]([O:28][CH2:29][CH3:30])=[O:27])[CH:21]=[CH:22][CH:23]=3)=[CH:16][N:17]=2)[CH:6]=[CH:7][C:8]=1[O:9][CH:10]([CH3:12])[CH3:11])#[N:2], predict the reactants needed to synthesize it. The reactants are: [C:1]([C:3]1[CH:4]=[C:5]([C:13]2[S:14][C:15]([C:18]3[C:19]([CH2:31][CH3:32])=[C:20](/[CH:24]=[CH:25]/[C:26]([O:28][CH2:29][CH3:30])=[O:27])[CH:21]=[CH:22][CH:23]=3)=[CH:16][N:17]=2)[CH:6]=[CH:7][C:8]=1[O:9][CH:10]([CH3:12])[CH3:11])#[N:2]. (3) Given the product [CH2:26]([O:28][C:29](=[O:33])[CH2:30][CH2:31][NH:32][C:17]([NH:16][C:8]([C:6]1[CH:5]=[CH:4][C:3]([CH2:19][CH2:20][C:21]([CH3:22])([CH3:23])[CH3:24])=[C:2]([Cl:1])[CH:7]=1)([CH3:15])[CH:9]([CH:12]([CH3:14])[CH3:13])[CH:10]=[CH2:11])=[O:18])[CH3:27], predict the reactants needed to synthesize it. The reactants are: [Cl:1][C:2]1[CH:7]=[C:6]([C:8]([N:16]=[C:17]=[O:18])([CH3:15])[CH:9]([CH:12]([CH3:14])[CH3:13])[CH:10]=[CH2:11])[CH:5]=[CH:4][C:3]=1[CH2:19][CH2:20][C:21]([CH3:24])([CH3:23])[CH3:22].Cl.[CH2:26]([O:28][C:29](=[O:33])[CH2:30][CH2:31][NH2:32])[CH3:27].C(N(CC)CC)C.